The task is: Predict the reactants needed to synthesize the given product.. This data is from Full USPTO retrosynthesis dataset with 1.9M reactions from patents (1976-2016). (1) The reactants are: [NH2:1][OH:2].O.[CH3:4][CH:5]([NH:7][C:8]([C:10]1[S:14][CH:13]=[C:12]([S:15](Cl)(=[O:17])=[O:16])[CH:11]=1)=[O:9])[CH3:6].CCOC(C)=O. Given the product [OH:2][NH:1][S:15]([C:12]1[CH:11]=[C:10]([C:8]([NH:7][CH:5]([CH3:6])[CH3:4])=[O:9])[S:14][CH:13]=1)(=[O:17])=[O:16], predict the reactants needed to synthesize it. (2) Given the product [Cl:1][C:2]1[C:7]([CH3:8])=[CH:6][C:5]([S:9]([CH2:12][NH:13][CH2:14][CH2:15][NH:16][C:17](=[O:28])[CH2:18][CH2:19][C:20]2[CH:25]=[CH:24][C:23]([C:26]3[NH:33][CH2:32][CH2:31][N:27]=3)=[CH:22][CH:21]=2)(=[O:10])=[O:11])=[C:4]([CH3:29])[CH:3]=1, predict the reactants needed to synthesize it. The reactants are: [Cl:1][C:2]1[C:7]([CH3:8])=[CH:6][C:5]([S:9]([CH2:12][NH:13][CH2:14][CH2:15][NH:16][C:17](=[O:28])[CH2:18][CH2:19][C:20]2[CH:25]=[CH:24][C:23]([C:26]#[N:27])=[CH:22][CH:21]=2)(=[O:11])=[O:10])=[C:4]([CH3:29])[CH:3]=1.[S].[CH2:31](N)[CH2:32][NH2:33]. (3) The reactants are: [F:1][C:2]1[CH:7]=[CH:6][C:5]([C:8]2[N:9]=[C:10]3[C:15]([CH3:16])=[CH:14][C:13]([N:17]4[CH2:22][CH2:21][N:20]([CH2:23][CH2:24][OH:25])[CH2:19][CH2:18]4)=[N:12][N:11]3[C:26]=2[C:27]2[CH:32]=[CH:31][N:30]=[C:29]3[N:33](S(C4C=CC=CC=4)(=O)=O)[CH:34]=[CH:35][C:28]=23)=[CH:4][CH:3]=1.O1CCCC1.CO.[OH-].[Na+]. Given the product [F:1][C:2]1[CH:3]=[CH:4][C:5]([C:8]2[N:9]=[C:10]3[C:15]([CH3:16])=[CH:14][C:13]([N:17]4[CH2:22][CH2:21][N:20]([CH2:23][CH2:24][OH:25])[CH2:19][CH2:18]4)=[N:12][N:11]3[C:26]=2[C:27]2[CH:32]=[CH:31][N:30]=[C:29]3[NH:33][CH:34]=[CH:35][C:28]=23)=[CH:6][CH:7]=1, predict the reactants needed to synthesize it. (4) Given the product [N:1]1[CH:2]=[CH:3][C:4]([NH:7][C:8](=[O:20])[C:9]([C:11]2[C:19]3[C:14](=[CH:15][CH:16]=[CH:17][CH:18]=3)[N:13]([CH2:28][C:27]3[CH:30]=[CH:31][C:24]([N+:21]([O-:23])=[O:22])=[CH:25][CH:26]=3)[CH:12]=2)=[O:10])=[CH:5][CH:6]=1, predict the reactants needed to synthesize it. The reactants are: [N:1]1[CH:6]=[CH:5][C:4]([NH:7][C:8](=[O:20])[C:9]([C:11]2[C:19]3[C:14](=[CH:15][CH:16]=[CH:17][CH:18]=3)[NH:13][CH:12]=2)=[O:10])=[CH:3][CH:2]=1.[N+:21]([C:24]1[CH:31]=[CH:30][C:27]([CH2:28]Cl)=[CH:26][CH:25]=1)([O-:23])=[O:22]. (5) Given the product [Cl:1][C:2]1[N:7]=[C:6]2[N:8]([CH3:12])[C:9]([CH3:11])=[N:10][C:5]2=[CH:4][C:3]=1[C:13]#[N:14], predict the reactants needed to synthesize it. The reactants are: [Cl:1][C:2]1[N:7]=[C:6]2[N:8]([CH3:12])[C:9]([CH3:11])=[N:10][C:5]2=[CH:4][C:3]=1[CH:13]=[N:14]O.